Dataset: Forward reaction prediction with 1.9M reactions from USPTO patents (1976-2016). Task: Predict the product of the given reaction. (1) Given the reactants [CH3:1][O:2][C:3](=[O:18])[C:4]1[CH:9]=[C:8]([N+:10]([O-])=O)[CH:7]=[C:6]([NH:13][S:14]([CH3:17])(=[O:16])=[O:15])[CH:5]=1, predict the reaction product. The product is: [CH3:1][O:2][C:3](=[O:18])[C:4]1[CH:5]=[C:6]([NH:13][S:14]([CH3:17])(=[O:15])=[O:16])[CH:7]=[C:8]([NH2:10])[CH:9]=1. (2) Given the reactants [NH2:1][C:2]1[S:3][C:4]([Br:7])=[CH:5][N:6]=1.C(N(CC)CC)C.[Cl:15][C:16]1[CH:17]=[CH:18][C:19]([O:25][CH3:26])=[C:20]([CH:24]=1)[C:21](Cl)=[O:22], predict the reaction product. The product is: [Br:7][C:4]1[S:3][C:2]([NH:1][C:21](=[O:22])[C:20]2[CH:24]=[C:16]([Cl:15])[CH:17]=[CH:18][C:19]=2[O:25][CH3:26])=[N:6][CH:5]=1. (3) Given the reactants [F:1][C:2]1[CH:9]=[C:8]([F:10])[CH:7]=[C:6]([F:11])[C:3]=1[CH2:4][NH2:5].C([N:15](CC)C(C)C)(C)C.C(N1C=CN=C1)(N1C=CN=C1)=O.C(N(CC)CC)C.ClC1C=C(F)C(CN2[C:51]3[N:52]=[CH:53][CH:54]=[CH:55][C:50]=3[S:49](=[O:57])(=[O:56])[N:48]([C:58]3[CH:63]=[CH:62][C:61](OC)=[C:60]([O:66][CH3:67])[CH:59]=3)[C:47]2=[O:68])=C(F)C=1, predict the reaction product. The product is: [CH3:67][O:66][C:60]1[CH:59]=[C:58]([N:48]2[C:47](=[O:68])[N:5]([CH2:4][C:3]3[C:2]([F:1])=[CH:9][C:8]([F:10])=[CH:7][C:6]=3[F:11])[C:51]3[N:52]=[CH:53][CH:54]=[CH:55][C:50]=3[S:49]2(=[O:56])=[O:57])[CH:63]=[N:15][C:61]=1[CH3:62]. (4) Given the reactants [C:1]([O:5][C:6]([N:8]1[CH2:13][CH2:12][CH:11]([C:14]([OH:16])=O)[CH2:10][CH2:9]1)=[O:7])([CH3:4])([CH3:3])[CH3:2].C(N(CC)CC)C.C(Cl)(=O)C(Cl)=O.[Br:30][C:31]1[CH:37]=[CH:36][CH:35]=[CH:34][C:32]=1[NH2:33], predict the reaction product. The product is: [C:1]([O:5][C:6]([N:8]1[CH2:9][CH2:10][CH:11]([C:14](=[O:16])[NH:33][C:32]2[CH:34]=[CH:35][CH:36]=[CH:37][C:31]=2[Br:30])[CH2:12][CH2:13]1)=[O:7])([CH3:2])([CH3:3])[CH3:4]. (5) Given the reactants C(N(CC)CC)C.[C:8]([O:12][C:13]([N:15]1[CH2:20][CH2:19][NH:18][CH2:17][CH2:16]1)=[O:14])([CH3:11])([CH3:10])[CH3:9].Cl[C:22]1[CH:27]=[C:26]([O:28][CH3:29])[N:25]=[CH:24][N:23]=1, predict the reaction product. The product is: [C:8]([O:12][C:13]([N:15]1[CH2:20][CH2:19][N:18]([C:22]2[CH:27]=[C:26]([O:28][CH3:29])[N:25]=[CH:24][N:23]=2)[CH2:17][CH2:16]1)=[O:14])([CH3:11])([CH3:9])[CH3:10]. (6) Given the reactants C(Cl)(=O)C(Cl)=O.[Cl:7][C:8]1[CH:9]=[C:10]([N:14]2[CH2:19][CH2:18][N:17]([C:20]([C:22]3[N:26]([CH:27]([C:32]4[CH:39]=[CH:38][C:35]([C:36]#[N:37])=[CH:34][CH:33]=4)[CH2:28][CH2:29][CH2:30][OH:31])[CH:25]=[N:24][CH:23]=3)=[O:21])[CH2:16][C:15]2=[O:40])[CH:11]=[CH:12][CH:13]=1.C(N(CC)CC)C.C(=O)(O)[O-].[Na+], predict the reaction product. The product is: [Cl:7][C:8]1[CH:9]=[C:10]([N:14]2[CH2:19][CH2:18][N:17]([C:20]([C:22]3[N:26]([CH:27]([C:32]4[CH:33]=[CH:34][C:35]([C:36]#[N:37])=[CH:38][CH:39]=4)[CH2:28][CH2:29][CH:30]=[O:31])[CH:25]=[N:24][CH:23]=3)=[O:21])[CH2:16][C:15]2=[O:40])[CH:11]=[CH:12][CH:13]=1. (7) Given the reactants [OH:1][C:2]1[CH:10]=[CH:9][C:8](O)=[CH:7][C:3]=1[C:4]([OH:6])=[O:5].S(=O)(=O)(O)O, predict the reaction product. The product is: [C:4]([OH:6])(=[O:5])[C:3]1[C:2](=[CH:10][CH:9]=[CH:8][CH:7]=1)[OH:1]. (8) Given the reactants Br[C:2]1[CH:7]=[CH:6][C:5]([C:8]([N:10]2[CH2:15][CH2:14][N:13]([C:16]3[C:21]([CH3:22])=[CH:20][C:19]([CH3:23])=[CH:18][N:17]=3)[CH2:12][CH2:11]2)=[O:9])=[CH:4][CH:3]=1.[S:24]1(=[O:31])(=[O:30])[CH2:29][CH2:28][CH2:27][CH2:26][NH:25]1, predict the reaction product. The product is: [CH3:22][C:21]1[C:16]([N:13]2[CH2:14][CH2:15][N:10]([C:8]([C:5]3[CH:6]=[CH:7][C:2]([N:25]4[CH2:26][CH2:27][CH2:28][CH2:29][S:24]4(=[O:31])=[O:30])=[CH:3][CH:4]=3)=[O:9])[CH2:11][CH2:12]2)=[N:17][CH:18]=[C:19]([CH3:23])[CH:20]=1. (9) Given the reactants [F:1][C:2]([F:39])([F:38])[C:3]1[CH:4]=[C:5]([CH:31]=[C:32]([C:34]([F:37])([F:36])[F:35])[CH:33]=1)[CH2:6][N:7]1[CH2:14][CH2:13][CH2:12][NH:11][C:10]2[N:15]=[C:16](S(C)(=O)=O)[N:17]=[C:18]([C:19]3[CH:24]=[CH:23][CH:22]=[CH:21][C:20]=3[CH3:25])[C:9]=2[C:8]1=[O:30].[N:40]1[CH:45]=[CH:44][CH:43]=[CH:42][C:41]=1[N:46]1[CH2:51][CH2:50][NH:49][CH2:48][CH2:47]1, predict the reaction product. The product is: [F:1][C:2]([F:39])([F:38])[C:3]1[CH:4]=[C:5]([CH:31]=[C:32]([C:34]([F:37])([F:36])[F:35])[CH:33]=1)[CH2:6][N:7]1[CH2:14][CH2:13][CH2:12][NH:11][C:10]2[N:15]=[C:16]([N:49]3[CH2:50][CH2:51][N:46]([C:41]4[CH:42]=[CH:43][CH:44]=[CH:45][N:40]=4)[CH2:47][CH2:48]3)[N:17]=[C:18]([C:19]3[CH:24]=[CH:23][CH:22]=[CH:21][C:20]=3[CH3:25])[C:9]=2[C:8]1=[O:30].